This data is from Merck oncology drug combination screen with 23,052 pairs across 39 cell lines. The task is: Regression. Given two drug SMILES strings and cell line genomic features, predict the synergy score measuring deviation from expected non-interaction effect. Drug 1: CN(Cc1cnc2nc(N)nc(N)c2n1)c1ccc(C(=O)NC(CCC(=O)O)C(=O)O)cc1. Drug 2: O=C(CCCCCCC(=O)Nc1ccccc1)NO. Cell line: SKMEL30. Synergy scores: synergy=-18.9.